Dataset: Full USPTO retrosynthesis dataset with 1.9M reactions from patents (1976-2016). Task: Predict the reactants needed to synthesize the given product. Given the product [CH:1]([N:4]([CH:5]([CH3:7])[CH3:6])[C:8](=[S:9])[SH:10])([CH3:3])[CH3:2], predict the reactants needed to synthesize it. The reactants are: [CH:1]([NH:4][CH:5]([CH3:7])[CH3:6])([CH3:3])[CH3:2].[C:8](=[S:10])=[S:9].